This data is from CYP2C9 inhibition data for predicting drug metabolism from PubChem BioAssay. The task is: Regression/Classification. Given a drug SMILES string, predict its absorption, distribution, metabolism, or excretion properties. Task type varies by dataset: regression for continuous measurements (e.g., permeability, clearance, half-life) or binary classification for categorical outcomes (e.g., BBB penetration, CYP inhibition). Dataset: cyp2c9_veith. (1) The result is 0 (non-inhibitor). The compound is OC[C@@H](O)CSc1ncnc2nc[nH]c12. (2) The molecule is OCCNc1nc(NCCC2=CCCCC2)nc(N2CCOCC2)n1. The result is 1 (inhibitor). (3) The drug is COc1ccccc1-c1ccc2ncnc(NC3CCNCC3)c2c1. The result is 0 (non-inhibitor).